This data is from Full USPTO retrosynthesis dataset with 1.9M reactions from patents (1976-2016). The task is: Predict the reactants needed to synthesize the given product. (1) Given the product [Cl:10][C:3]1[CH:4]=[C:5]([CH:8]=[CH:9][C:2]=1[NH:1][C:18]1[C:23]([CH3:24])=[C:22]([NH:25][CH:33]2[CH2:34][CH2:35]2)[N:21]2[N:36]=[CH:37][C:38]([CH:39]=[O:40])=[C:20]2[N:19]=1)[C:6]#[N:7], predict the reactants needed to synthesize it. The reactants are: [NH2:1][C:2]1[CH:9]=[CH:8][C:5]([C:6]#[N:7])=[CH:4][C:3]=1[Cl:10].C([O-])([O-])=O.[Cs+].[Cs+].Cl[C:18]1[C:23]([CH3:24])=[C:22]([N:25]([CH:33]2[CH2:35][CH2:34]2)C(=O)OC(C)(C)C)[N:21]2[N:36]=[CH:37][C:38]([CH:39]=[O:40])=[C:20]2[N:19]=1.C1C=CC(P(C2C(C3C(P(C4C=CC=CC=4)C4C=CC=CC=4)=CC=C4C=3C=CC=C4)=C3C(C=CC=C3)=CC=2)C2C=CC=CC=2)=CC=1. (2) The reactants are: OO.[CH3:3][O:4][CH2:5][CH2:6][N:7]([CH2:25][CH2:26][O:27][CH3:28])[CH2:8][CH2:9][CH2:10][C:11]1[N:12]=[N+:13]([O-:24])[C:14]2[CH:23]=[C:22]3[C:18]([CH2:19][CH2:20][CH2:21]3)=[CH:17][C:15]=2[N:16]=1.C(O)(C(F)(F)F)=[O:30]. Given the product [O-:24][N+:13]1[C:14]2[CH:23]=[C:22]3[C:18](=[CH:17][C:15]=2[N+:16]([O-:30])=[C:11]([CH2:10][CH2:9][CH2:8][N:7]([CH2:25][CH2:26][O:27][CH3:28])[CH2:6][CH2:5][O:4][CH3:3])[N:12]=1)[CH2:19][CH2:20][CH2:21]3, predict the reactants needed to synthesize it. (3) Given the product [Br:56][C:53]1[N:54]=[CH:55][C:50]([NH:49][C:40](=[O:42])[C@@H:39]([C:31]2[CH:32]=[CH:33][C:34]([S:35]([CH3:38])(=[O:36])=[O:37])=[C:29]([Cl:28])[CH:30]=2)[CH2:43][CH:44]2[CH2:48][CH2:47][CH2:46][CH2:45]2)=[N:51][CH:52]=1, predict the reactants needed to synthesize it. The reactants are: C1(P(C2C=CC=CC=2)C2C=CC=CC=2)C=CC=CC=1.BrN1C(=O)CCC1=O.[Cl:28][C:29]1[CH:30]=[C:31]([C@@H:39]([CH2:43][CH:44]2[CH2:48][CH2:47][CH2:46][CH2:45]2)[C:40]([OH:42])=O)[CH:32]=[CH:33][C:34]=1[S:35]([CH3:38])(=[O:37])=[O:36].[NH2:49][C:50]1[CH:55]=[N:54][C:53]([Br:56])=[CH:52][N:51]=1.N1C=CC=CC=1. (4) Given the product [O:18]([C:19]1[CH:24]=[C:23]([CH2:25][OH:26])[CH:22]=[CH:21][C:20]=1[CH2:27][C:28]1[CH:29]=[CH:30][C:31]([CH2:34][CH2:35][CH2:4][OH:7])=[CH:32][CH:33]=1)[C@@H:17]1[O:36][C@H:13]([C@@H:12]([CH3:1])[OH:11])[C@@H:14]([OH:39])[C@H:15]([OH:38])[C@H:16]1[OH:37], predict the reactants needed to synthesize it. The reactants are: [CH2:1](Cl)Cl.[C:4](=[O:7])([O-])[O-].[K+].[K+].C[O:11][CH2:12][C@H:13]1[O:36][C@@H:17]([O:18][C:19]2[CH:24]=[C:23]([CH2:25][OH:26])[CH:22]=[CH:21][C:20]=2[CH2:27][C:28]2[CH:33]=[CH:32][C:31]([CH2:34][CH3:35])=[CH:30][CH:29]=2)[C@H:16]([OH:37])[C@@H:15]([OH:38])[C@@H:14]1[OH:39]. (5) Given the product [F:50][C:44]1[CH:45]=[C:46]([F:49])[CH:47]=[CH:48][C:43]=1[C:41]1[CH:42]=[C:37]([CH2:34][OH:35])[C:38](=[O:55])[N:39]([CH2:51][CH:52]([CH3:53])[CH3:54])[N:40]=1, predict the reactants needed to synthesize it. The reactants are: C(OC(N1CCN(C2C(=O)N(CC(C)C)N=C(C3C=CC(F)=C(F)C=3)C=2C)CC1)=O)(C)(C)C.[C:34]([C:37]1[C:38](=[O:55])[N:39]([CH2:51][CH:52]([CH3:54])[CH3:53])[N:40]=[C:41]([C:43]2[CH:48]=[CH:47][C:46]([F:49])=[CH:45][C:44]=2[F:50])[CH:42]=1)(O)=[O:35]. (6) The reactants are: C(=O)([O-])[O-].[K+].[K+].[CH2:7]([O:9][C:10](=[O:15])[C:11](Br)([CH3:13])[CH3:12])[CH3:8].[F:16][C:17]1[CH:18]=[C:19]([OH:26])[CH:20]=[CH:21][C:22]=1[N+:23]([O-:25])=[O:24].C(O)(=O)CC(CC(O)=O)(C(O)=O)O. Given the product [CH2:7]([O:9][C:10](=[O:15])[C:11]([O:26][C:19]1[CH:20]=[CH:21][C:22]([N+:23]([O-:25])=[O:24])=[C:17]([F:16])[CH:18]=1)([CH3:13])[CH3:12])[CH3:8], predict the reactants needed to synthesize it.